From a dataset of Reaction yield outcomes from USPTO patents with 853,638 reactions. Predict the reaction yield, written as a fraction of the theoretical maximum amount of product (1.0 means a 100% yield; for example, 0.34 means a 34% yield). (1) The yield is 0.679. The reactants are CC1(C)[O:6][CH:5]([CH2:7][O:8][NH:9][C:10]([C:12]2[C:20]([NH:21][C:22]3[CH:27]=[CH:26][C:25]([I:28])=[CH:24][C:23]=3[F:29])=[C:19]([F:30])[C:15]3[N:16]=[N:17][S:18][C:14]=3[CH:13]=2)=[O:11])[CH2:4][O:3]1.Cl.C(=O)(O)[O-].[Na+]. The catalyst is C(Cl)Cl. The product is [OH:6][CH:5]([CH2:4][OH:3])[CH2:7][O:8][NH:9][C:10]([C:12]1[C:20]([NH:21][C:22]2[CH:27]=[CH:26][C:25]([I:28])=[CH:24][C:23]=2[F:29])=[C:19]([F:30])[C:15]2[N:16]=[N:17][S:18][C:14]=2[CH:13]=1)=[O:11]. (2) The reactants are Br[C:2]1[CH:11]=[CH:10][C:5]([C:6]([O:8][CH3:9])=[O:7])=[C:4]([F:12])[CH:3]=1.[O:13]1[CH2:18][CH2:17][NH:16][S:15](=[O:20])(=[O:19])[CH2:14]1.CC1(C)C2C(=C(P(C3C=CC=CC=3)C3C=CC=CC=3)C=CC=2)OC2C(P(C3C=CC=CC=3)C3C=CC=CC=3)=CC=CC1=2.C(=O)([O-])[O-].[Cs+].[Cs+]. The catalyst is O1CCOCC1.C([O-])(=O)C.[Pd+2].C([O-])(=O)C. The product is [O:19]=[S:15]1(=[O:20])[N:16]([C:2]2[CH:11]=[CH:10][C:5]([C:6]([O:8][CH3:9])=[O:7])=[C:4]([F:12])[CH:3]=2)[CH2:17][CH2:18][O:13][CH2:14]1. The yield is 0.870. (3) The reactants are Br[CH2:2][CH2:3][O:4][CH2:5][CH2:6]Br.[Cl:8][C:9]1[N:14]=[C:13]([N:15]2[CH2:20][CH2:19][O:18][CH2:17][C@H:16]2[CH3:21])[CH:12]=[C:11]([CH2:22][S@:23]([CH3:25])=[O:24])[N:10]=1.[OH-].[Na+]. The catalyst is [Br-].C([N+](CCCCCCCC)(CCCCCCCC)CCCCCCCC)CCCCCCC.CN1C2C(N=C(N)NC=2NCC1CNC1C=CC(C(NC(C(O)=O)CCC(O)=O)=O)=CC=1)=O. The product is [Cl:8][C:9]1[N:14]=[C:13]([N:15]2[CH2:20][CH2:19][O:18][CH2:17][C@H:16]2[CH3:21])[CH:12]=[C:11]([C:22]2([S@:23]([CH3:25])=[O:24])[CH2:6][CH2:5][O:4][CH2:3][CH2:2]2)[N:10]=1. The yield is 0.650. (4) The reactants are CSC.[S:4]1[C:8]([CH2:9][C:10]2[CH:11]=[C:12]([CH:22]3[C@@H:27]([O:28]CC4C=CC=CC=4)[C@@H:26]([O:36]CC4C=CC=CC=4)[C@@H:25]([O:44]CC4C=CC=CC=4)[C@@H:24]([CH2:52][O:53]CC4C=CC=CC=4)[O:23]3)[C:13]3[C:18]([C:19]=2[O:20][CH3:21])=[CH:17][CH:16]=[CH:15][CH:14]=3)=[CH:7][C:6]2[CH:61]=[CH:62][CH:63]=[CH:64][C:5]1=2.O. The catalyst is C(Cl)Cl. The product is [S:4]1[C:8]([CH2:9][C:10]2[CH:11]=[C:12]([C@H:22]3[C@H:27]([OH:28])[C@@H:26]([OH:36])[C@H:25]([OH:44])[C@@H:24]([CH2:52][OH:53])[O:23]3)[C:13]3[C:18]([C:19]=2[O:20][CH3:21])=[CH:17][CH:16]=[CH:15][CH:14]=3)=[CH:7][C:6]2[CH:61]=[CH:62][CH:63]=[CH:64][C:5]1=2. The yield is 0.280. (5) The reactants are [NH3:1].[Cl:2][C:3]1[N:4]=[N:5][C:6](Cl)=[CH:7][C:8]=1[CH3:9]. The catalyst is C(O)C. The product is [Cl:2][C:3]1[N:4]=[N:5][C:6]([NH2:1])=[CH:7][C:8]=1[CH3:9]. The yield is 0.570. (6) The reactants are CC1(C)C(C)(C)OB([C:9]2[CH:17]=[CH:16][C:12]([C:13]([OH:15])=O)=[CH:11][CH:10]=2)O1.CCN=C=NCCCN(C)C.[CH3:30][N:31]1[CH2:36][CH2:35][NH:34][CH2:33][CH2:32]1.Br[C:38]1[CH:39]=[C:40]2[C:46]([C:47]3[CH:48]=[C:49]4[C:53](=[CH:54][CH:55]=3)[NH:52][CH:51]=[CH:50]4)=[CH:45][N:44](S(C3C=CC(C)=CC=3)(=O)=O)[C:41]2=[N:42][CH:43]=1. The catalyst is CN(C1C=CN=CC=1)C.CC#N.Cl[Pd](Cl)([P](C1C=CC=CC=1)(C1C=CC=CC=1)C1C=CC=CC=1)[P](C1C=CC=CC=1)(C1C=CC=CC=1)C1C=CC=CC=1. The product is [NH:52]1[C:53]2[C:49](=[CH:48][C:47]([C:46]3[C:40]4[C:41](=[N:42][CH:43]=[C:38]([C:9]5[CH:10]=[CH:11][C:12]([C:13]([N:34]6[CH2:35][CH2:36][N:31]([CH3:30])[CH2:32][CH2:33]6)=[O:15])=[CH:16][CH:17]=5)[CH:39]=4)[NH:44][CH:45]=3)=[CH:55][CH:54]=2)[CH:50]=[CH:51]1. The yield is 0.280. (7) The reactants are [N:1]#[C:2]Br.[CH2:4]([C:7]1[CH:13]=[CH:12][CH:11]=[CH:10][C:8]=1[NH2:9])[CH2:5][CH3:6].O. The catalyst is CCOCC. The product is [CH2:4]([C:7]1[CH:13]=[CH:12][CH:11]=[CH:10][C:8]=1[NH:9][C:2]#[N:1])[CH2:5][CH3:6]. The yield is 0.260.